This data is from Peptide-MHC class II binding affinity with 134,281 pairs from IEDB. The task is: Regression. Given a peptide amino acid sequence and an MHC pseudo amino acid sequence, predict their binding affinity value. This is MHC class II binding data. (1) The peptide sequence is KLCPNNLCCSQWGWC. The MHC is HLA-DQA10102-DQB10602 with pseudo-sequence HLA-DQA10102-DQB10602. The binding affinity (normalized) is 0.334. (2) The peptide sequence is DELVGGPPVEASAAA. The MHC is HLA-DQA10301-DQB10302 with pseudo-sequence HLA-DQA10301-DQB10302. The binding affinity (normalized) is 0.150. (3) The peptide sequence is PFAATANPWASQRF. The MHC is DRB1_1501 with pseudo-sequence DRB1_1501. The binding affinity (normalized) is 0.266.